Dataset: Reaction yield outcomes from USPTO patents with 853,638 reactions. Task: Predict the reaction yield, written as a fraction of the theoretical maximum amount of product (1.0 means a 100% yield; for example, 0.34 means a 34% yield). The reactants are [O:1]=[S:2]1(=[O:15])[CH2:7][CH2:6][CH:5]([C:8]2[CH:13]=[CH:12][C:11]([NH2:14])=[CH:10][CH:9]=2)[CH2:4][CH2:3]1.[Br:16]N1C(=O)CCC1=O.CCOC(C)=O. The catalyst is C(Cl)Cl.CO.C(Cl)Cl. The product is [Br:16][C:12]1[CH:13]=[C:8]([CH:5]2[CH2:6][CH2:7][S:2](=[O:15])(=[O:1])[CH2:3][CH2:4]2)[CH:9]=[CH:10][C:11]=1[NH2:14]. The yield is 0.660.